Task: Predict the reactants needed to synthesize the given product.. Dataset: Full USPTO retrosynthesis dataset with 1.9M reactions from patents (1976-2016) (1) Given the product [CH3:13][N:12]1[C:8]([CH2:7][N:2]([CH3:1])[CH:3]2[CH2:4][O:5][CH2:6]2)=[CH:9][C:10]([NH2:14])=[N:11]1, predict the reactants needed to synthesize it. The reactants are: [CH3:1][N:2]([CH2:7][C:8]1[N:12]([CH3:13])[N:11]=[C:10]([N+:14]([O-])=O)[CH:9]=1)[CH:3]1[CH2:6][O:5][CH2:4]1.[NH4+].[Cl-]. (2) Given the product [CH3:1][C:2]1[CH:7]=[CH:6][C:5](/[CH:8]=[CH:9]\[CH:15]([S:16][CH:15](/[CH:9]=[CH:8]\[C:5]2[CH:6]=[CH:7][C:2]([CH3:1])=[CH:3][CH:4]=2)[C:14]2[CH:17]=[CH:18][C:11]([Cl:10])=[CH:12][CH:13]=2)[C:14]2[CH:17]=[CH:18][C:11]([Cl:10])=[CH:12][CH:13]=2)=[CH:4][CH:3]=1, predict the reactants needed to synthesize it. The reactants are: [CH3:1][C:2]1[CH:7]=[CH:6][C:5]([C:8]#[CH:9])=[CH:4][CH:3]=1.[Cl:10][C:11]1[CH:18]=[CH:17][C:14]([CH2:15][SH:16])=[CH:13][CH:12]=1.[Na].